From a dataset of Full USPTO retrosynthesis dataset with 1.9M reactions from patents (1976-2016). Predict the reactants needed to synthesize the given product. (1) Given the product [Cl:17][CH:2]([Cl:1])[S:3]([C:4]1[C:13](=[O:14])[C:12]2[C:7](=[CH:8][C:9]([F:15])=[CH:10][CH:11]=2)[N:6]([CH3:16])[CH:5]=1)=[O:26], predict the reactants needed to synthesize it. The reactants are: [Cl:1][CH:2]([Cl:17])[S:3][C:4]1[C:13](=[O:14])[C:12]2[C:7](=[CH:8][C:9]([F:15])=[CH:10][CH:11]=2)[N:6]([CH3:16])[CH:5]=1.ClC1C=CC=C(C(OO)=[O:26])C=1. (2) Given the product [N:41]1[CH:42]=[CH:43][N:44]=[CH:45][C:40]=1[C:2]1[CH:10]=[CH:9][CH:8]=[C:7]2[C:3]=1[CH:4]=[CH:5][NH:6]2, predict the reactants needed to synthesize it. The reactants are: Br[C:2]1[CH:10]=[CH:9][CH:8]=[C:7]2[C:3]=1[CH:4]=[CH:5][NH:6]2.B1(B2OC(C)(C)C(C)(C)O2)OC(C)(C)C(C)(C)O1.C([O-])(=O)C.[K+].C([O-])(O)=O.[Na+].Cl[C:40]1[CH:45]=[N:44][CH:43]=[CH:42][N:41]=1. (3) Given the product [CH3:29][C:21]1[C:22]2=[N:23][CH:24]=[CH:25][CH:26]=[C:27]2[O:28][C:20]=1[C:18]([NH:17][C@H:12]([C:10]([NH:9][C@H:8]1[CH2:7][CH2:6][C@@H:5]([CH3:30])[N:4]([S:31]([C:34]2[CH:39]=[CH:38][CH:37]=[CH:36][N:35]=2)(=[O:33])=[O:32])[CH2:3][C:2]1=[O:1])=[O:11])[CH2:13][CH:14]([CH3:16])[CH3:15])=[O:19], predict the reactants needed to synthesize it. The reactants are: [OH:1][C@@H:2]1[C@@H:8]([NH:9][C:10]([C@@H:12]([NH:17][C:18]([C:20]2[O:28][C:27]3[C:22](=[N:23][CH:24]=[CH:25][CH:26]=3)[C:21]=2[CH3:29])=[O:19])[CH2:13][CH:14]([CH3:16])[CH3:15])=[O:11])[CH2:7][CH2:6][C@@H:5]([CH3:30])[N:4]([S:31]([C:34]2[CH:39]=[CH:38][CH:37]=[CH:36][N:35]=2)(=[O:33])=[O:32])[CH2:3]1.C(OC(=O)C)(=O)C.C([O-])(O)=O.[Na+]. (4) Given the product [Cl:28][C:26]1[CH:25]=[C:24]([N:29]2[CH2:34][CH2:33][N:32]([C:18]([C:9]3[CH:10]=[C:11]([S:14]([CH3:17])(=[O:15])=[O:16])[CH:12]=[CH:13][C:8]=3[C:5]3[CH:4]=[CH:3][C:2]([F:1])=[CH:7][CH:6]=3)=[O:20])[CH2:31][CH2:30]2)[CH:23]=[C:22]([Cl:21])[CH:27]=1, predict the reactants needed to synthesize it. The reactants are: [F:1][C:2]1[CH:7]=[CH:6][C:5]([C:8]2[C:9]([C:18]([OH:20])=O)=[CH:10][C:11]([S:14]([CH3:17])(=[O:16])=[O:15])=[CH:12][CH:13]=2)=[CH:4][CH:3]=1.[Cl:21][C:22]1[CH:23]=[C:24]([N:29]2[CH2:34][CH2:33][NH:32][CH2:31][CH2:30]2)[CH:25]=[C:26]([Cl:28])[CH:27]=1.C(Cl)CCl. (5) Given the product [CH3:1][O:2][C:3](=[O:28])[C:4]1[CH:9]=[CH:8][C:7]([O:10][CH2:32][CH2:31][CH2:30][Br:29])=[CH:6][C:5]=1[NH:11][C:12](=[O:27])[C:13]1[CH:14]=[C:15]([C:23]([F:24])([F:25])[F:26])[CH:16]=[C:17]([C:19]([F:21])([F:22])[F:20])[CH:18]=1, predict the reactants needed to synthesize it. The reactants are: [CH3:1][O:2][C:3](=[O:28])[C:4]1[CH:9]=[CH:8][C:7]([OH:10])=[CH:6][C:5]=1[NH:11][C:12](=[O:27])[C:13]1[CH:18]=[C:17]([C:19]([F:22])([F:21])[F:20])[CH:16]=[C:15]([C:23]([F:26])([F:25])[F:24])[CH:14]=1.[Br:29][CH2:30][CH2:31][CH2:32]Br.C(=O)([O-])[O-].[K+].[K+].